Dataset: Full USPTO retrosynthesis dataset with 1.9M reactions from patents (1976-2016). Task: Predict the reactants needed to synthesize the given product. (1) The reactants are: C[N:2]1[CH:6]=[C:5]([C:7]2[CH:12]=[CH:11][CH:10]=[CH:9][CH:8]=2)[N:4]=[C:3]1[C:13]1[CH:14]=[N:15][CH:16]=[CH:17][CH:18]=1.C1C(=O)N(Br)C(=O)C1.C(OCC)(=O)C. Given the product [C:7]1([C:5]2[N:4]=[C:3]([C:13]3[CH:14]=[N:15][CH:16]=[CH:17][CH:18]=3)[NH:2][CH:6]=2)[CH:8]=[CH:9][CH:10]=[CH:11][CH:12]=1, predict the reactants needed to synthesize it. (2) Given the product [CH3:30][O:29][C:26]1[CH:27]=[CH:28][C:23]([CH2:22][N:18]2[CH2:19][CH2:20][CH2:21][CH:16]([C:14]3[CH:15]=[C:10]([CH:5]([CH2:6][CH:7]([CH3:9])[CH3:8])[C:4]([OH:45])=[O:3])[CH:11]=[C:12]([C:35]4[CH:36]=[CH:37][C:38]([C:41]([F:42])([F:43])[F:44])=[CH:39][CH:40]=4)[CH:13]=3)[CH2:17]2)=[CH:24][C:25]=1[C:31]([F:34])([F:33])[F:32], predict the reactants needed to synthesize it. The reactants are: C([O:3][C:4](=[O:45])[CH:5]([C:10]1[CH:11]=[C:12]([C:35]2[CH:40]=[CH:39][C:38]([C:41]([F:44])([F:43])[F:42])=[CH:37][CH:36]=2)[CH:13]=[C:14]([CH:16]2[CH2:21][CH2:20][CH2:19][N:18]([CH2:22][C:23]3[CH:28]=[CH:27][C:26]([O:29][CH3:30])=[C:25]([C:31]([F:34])([F:33])[F:32])[CH:24]=3)[CH2:17]2)[CH:15]=1)[CH2:6][CH:7]([CH3:9])[CH3:8])C.[OH-].[K+]. (3) Given the product [CH3:1][O:2][C:3](=[O:24])[CH2:4][NH:5][C:6]([C:8]1[N:29]=[C:16]([C:17]2[CH:22]=[CH:21][CH:20]=[CH:19][CH:18]=2)[C:15]2[C:10]([C:9]=1[O:23][C:30](=[O:33])[CH3:31])=[CH:11][CH:12]=[CH:13][CH:14]=2)=[O:7], predict the reactants needed to synthesize it. The reactants are: [CH3:1][O:2][C:3](=[O:24])[CH2:4][NH:5][C:6]([C:8]1[C:9](=[O:23])[C:10]2[C:15]([C:16]=1[C:17]1[CH:22]=[CH:21][CH:20]=[CH:19][CH:18]=1)=[CH:14][CH:13]=[CH:12][CH:11]=2)=[O:7].[N-]=[N+]=[N-].[Na+].[NH3:29].[C:30]([OH:33])(=O)[CH3:31]. (4) Given the product [N:12]1([C:11]2[CH:9]=[CH:18][N:13]=[CH:14][CH:15]=2)[CH2:20][CH2:19][CH:5]([CH2:52][CH2:53][NH:69][C:70]([C:72]2[C:76]([CH3:77])=[C:75]([NH:78][C:79](=[O:87])[C:80]3[CH:85]=[CH:84][CH:83]=[CH:82][C:81]=3[Cl:86])[N:74]([CH3:88])[N:73]=2)=[O:71])[CH2:4][CH2:3]1, predict the reactants needed to synthesize it. The reactants are: N1[CH:5]=[CH:4][CH:3]=N1.C(O[C:9]([C:11]1[C:15](C)=[C:14](N)[N:13]([CH3:18])[N:12]=1)=O)C.[CH2:19](OC(=O)C(=O)C(C#N)C)[CH3:20].Cl.CNN.NC1N(C(OC(C)(C)C)=O)N=C(C(OC)=O)C=1.O=[C:52]1NC2C=CC=CC=2C(C2C=CC=CC=2)=N[CH:53]1[NH:69][C:70]([C:72]1[C:76]([CH3:77])=[C:75]([NH:78][C:79](=[O:87])[C:80]2[CH:85]=[CH:84][CH:83]=[CH:82][C:81]=2[Cl:86])[N:74]([C:88]2C=CC=CN=2)[N:73]=1)=[O:71]. (5) Given the product [CH3:30][N:31]1[CH2:36][CH2:35][N:34]([C:25]([CH:21]2[CH2:20][CH2:19][C:18]3[NH:17][C:16]4[N:15]=[CH:14][N:13]=[C:12]([NH:11][C:9]5[CH:8]=[CH:7][C:5]6[NH:6][C:2](=[O:1])[S:3][C:4]=6[CH:10]=5)[C:24]=4[C:23]=3[CH2:22]2)=[O:27])[CH2:33][CH2:32]1, predict the reactants needed to synthesize it. The reactants are: [O:1]=[C:2]1[NH:6][C:5]2[CH:7]=[CH:8][C:9]([NH:11][C:12]3[C:24]4[C:23]5[CH2:22][CH:21]([C:25]([O:27]CC)=O)[CH2:20][CH2:19][C:18]=5[NH:17][C:16]=4[N:15]=[CH:14][N:13]=3)=[CH:10][C:4]=2[S:3]1.[CH3:30][N:31]1[CH2:36][CH2:35][NH:34][CH2:33][CH2:32]1.